This data is from Catalyst prediction with 721,799 reactions and 888 catalyst types from USPTO. The task is: Predict which catalyst facilitates the given reaction. (1) Product: [C:11]([C:14]1([CH2:9][NH:8][CH2:1][C:2]2[CH:7]=[CH:6][CH:5]=[CH:4][CH:3]=2)[CH2:18][CH2:17][O:16][C:15]1=[O:19])(=[O:13])[CH3:12]. The catalyst class is: 6. Reactant: [CH2:1]([NH2:8])[C:2]1[CH:7]=[CH:6][CH:5]=[CH:4][CH:3]=1.[CH2:9]=O.[C:11]([CH:14]1[CH2:18][CH2:17][O:16][C:15]1=[O:19])(=[O:13])[CH3:12]. (2) Reactant: Br[CH2:2][C:3]([NH2:5])=[O:4].Cl.Cl.Cl.[NH2:9][C:10]1[N:15]=[CH:14][N:13]=[C:12]2[N:16]([CH:20]([C:22]3[CH:23]=[C:24]([Cl:40])[C:25]([C:38]#[N:39])=[C:26]4[C:32]=3[O:31][CH:30]([CH3:33])[CH2:29][N:28]([CH:34]3[CH2:37][NH:36][CH2:35]3)[CH2:27]4)[CH3:21])[N:17]=[C:18]([CH3:19])[C:11]=12.C(N(CC)CC)C. Product: [NH2:9][C:10]1[N:15]=[CH:14][N:13]=[C:12]2[N:16]([CH:20]([C:22]3[C:32]4[O:31][CH:30]([CH3:33])[CH2:29][N:28]([CH:34]5[CH2:37][N:36]([CH2:2][C:3]([NH2:5])=[O:4])[CH2:35]5)[CH2:27][C:26]=4[C:25]([C:38]#[N:39])=[C:24]([Cl:40])[CH:23]=3)[CH3:21])[N:17]=[C:18]([CH3:19])[C:11]=12. The catalyst class is: 9. (3) Reactant: [Br:1][C:2]1[C:10]2[N:9]=[C:8]([C:11]3[CH:16]=[CH:15][C:14]([CH:17]([CH3:19])[CH3:18])=[CH:13][CH:12]=3)[N:7]([CH2:20][CH2:21][O:22][CH3:23])[C:6]=2[C:5]([O:24][CH3:25])=[CH:4][C:3]=1[C:26]([C:28]1[CH:33]=[CH:32][CH:31]=[C:30]([O:34][CH3:35])[CH:29]=1)=O.[OH-].[K+].O.NN.Cl. Product: [Br:1][C:2]1[C:10]2[N:9]=[C:8]([C:11]3[CH:12]=[CH:13][C:14]([CH:17]([CH3:19])[CH3:18])=[CH:15][CH:16]=3)[N:7]([CH2:20][CH2:21][O:22][CH3:23])[C:6]=2[C:5]([O:24][CH3:25])=[CH:4][C:3]=1[CH2:26][C:28]1[CH:33]=[CH:32][CH:31]=[C:30]([O:34][CH3:35])[CH:29]=1. The catalyst class is: 6. (4) Reactant: [CH:1]([C:3]1[CH:4]=[C:5]2[C:9](=[CH:10][CH:11]=1)[NH:8][C:7]([C:12]([NH2:14])=[O:13])=[C:6]2[S:15][C:16]1[CH:21]=[CH:20][CH:19]=[CH:18][CH:17]=1)=O.[NH2:22][CH:23]([CH3:27])[C:24]([NH2:26])=[O:25]. Product: [C:24]([CH:23]([NH:22][CH2:1][C:3]1[CH:4]=[C:5]2[C:9](=[CH:10][CH:11]=1)[NH:8][C:7]([C:12]([NH2:14])=[O:13])=[C:6]2[S:15][C:16]1[CH:21]=[CH:20][CH:19]=[CH:18][CH:17]=1)[CH3:27])(=[O:25])[NH2:26]. The catalyst class is: 100. (5) Reactant: [F:1][C:2]1[CH:3]=[C:4]([C@@H:8]([NH2:10])[CH3:9])[CH:5]=[CH:6][CH:7]=1.C(N(CC)C(C)C)(C)C.[O:20]1[CH2:24][CH2:23][CH2:22][CH2:21]1.Cl.CN(C)CCCN=C=NCC.ON1[C:42]2[CH:43]=[CH:44][CH:45]=[CH:46][C:41]=2N=N1. Product: [F:1][C:2]1[CH:3]=[C:4]([C@@H:8]([NH:10][C:24]([C@H:23]2[CH2:21][C@@H:22]2[C:41]2[CH:46]=[CH:45][CH:44]=[CH:43][CH:42]=2)=[O:20])[CH3:9])[CH:5]=[CH:6][CH:7]=1. The catalyst class is: 6.